Dataset: Reaction yield outcomes from USPTO patents with 853,638 reactions. Task: Predict the reaction yield, written as a fraction of the theoretical maximum amount of product (1.0 means a 100% yield; for example, 0.34 means a 34% yield). (1) The reactants are C[O:2][C:3]([C:5]1[C:13]2[C:8](=[C:9]([F:19])[CH:10]=[CH:11][C:12]=2[O:14][C:15]([F:18])([F:17])[F:16])[N:7]([CH2:20][CH2:21][O:22][C:23]([F:26])([F:25])[F:24])[CH:6]=1)=[O:4]. The catalyst is CO.[OH-].[Na+]. The product is [F:19][C:9]1[CH:10]=[CH:11][C:12]([O:14][C:15]([F:18])([F:16])[F:17])=[C:13]2[C:8]=1[N:7]([CH2:20][CH2:21][O:22][C:23]([F:26])([F:25])[F:24])[CH:6]=[C:5]2[C:3]([OH:4])=[O:2]. The yield is 0.860. (2) The reactants are C([O:9][C@H:10]([CH3:31])[C@H:11]1[O:15][C@@H:14]([N:16]2[CH:23]=[C:22]([CH3:24])[C:20](=[O:21])[NH:19][C:17]2=[O:18])[C@H:13]([O:25][CH2:26][CH2:27][O:28][CH3:29])[C@@H:12]1[OH:30])(=O)C1C=CC=CC=1.N1C=CN=C1.[Si:37](Cl)([C:40]([CH3:43])([CH3:42])[CH3:41])([CH3:39])[CH3:38]. The yield is 0.890. The product is [CH3:29][O:28][CH2:27][CH2:26][O:25][C@@H:13]1[C@H:12]([O:30][Si:37]([C:40]([CH3:43])([CH3:42])[CH3:41])([CH3:39])[CH3:38])[C@@H:11]([C@@H:10]([CH3:31])[OH:9])[O:15][C@H:14]1[N:16]1[CH:23]=[C:22]([CH3:24])[C:20](=[O:21])[NH:19][C:17]1=[O:18]. The catalyst is CN(C=O)C.CCOC(C)=O.N. (3) The reactants are [CH:1]12[CH2:10][CH:7](CC1)[CH:6]1[CH:2]2[CH2:3][CH2:4][CH2:5]1.[O:11]=O.[C:13]([OH:16])(=O)[CH3:14]. No catalyst specified. The product is [OH:16][C:13]12[CH2:14][CH2:3][CH2:4][C:5]1([OH:11])[CH:6]1[CH2:7][CH:10]2[CH2:1][CH2:2]1. The yield is 0.700. (4) The product is [CH2:17]([N:8]1[C:7](=[O:19])[C:6]2[C:11](=[C:2]([C:28]3[NH:27][C:26]4[C@@H:22]([CH3:21])[NH:23][C:24](=[O:39])[C:25]=4[CH:29]=3)[C:3]([F:20])=[CH:4][CH:5]=2)[N:10]=[C:9]1[NH:12][C:13]1([CH3:16])[CH2:15][CH2:14]1)[CH3:18]. The catalyst is O1CCOCC1.O.CC(C1C=C(C(C)C)C(C2C=CC=C(P(C3CCCCC3)C3CCCCC3)C=2)=C(C(C)C)C=1)C.C1C=[C-]C(C2C(N)=CC=CC=2)=CC=1.Cl[Pd+]. The reactants are Br[C:2]1[C:3]([F:20])=[CH:4][CH:5]=[C:6]2[C:11]=1[N:10]=[C:9]([NH:12][C:13]1([CH3:16])[CH2:15][CH2:14]1)[N:8]([CH2:17][CH3:18])[C:7]2=[O:19].[CH3:21][C@@H:22]1[C:26]2[NH:27][C:28](B3OC(C)(C)C(C)(C)O3)=[CH:29][C:25]=2[C:24](=[O:39])[NH:23]1.P([O-])([O-])([O-])=O.[K+].[K+].[K+]. The yield is 0.700. (5) The reactants are CS(Cl)(=O)=O.[C:6]1([CH:16](O)[CH3:17])[C:15]2[C:10](=[CH:11][CH:12]=[CH:13][CH:14]=2)[CH:9]=[CH:8][CH:7]=1.C(N(CC)CC)C.Cl.[Br:27][C:28]1[CH:40]=[CH:39][C:38]([O:41][CH3:42])=[CH:37][C:29]=1[CH2:30][CH:31]1[CH2:36][CH2:35][NH:34][CH2:33][CH2:32]1.[I-].[K+].C(=O)([O-])[O-].[K+].[K+]. The catalyst is ClCCl. The product is [C:6]1([CH2:16][CH2:17][N:34]2[CH2:33][CH2:32][CH:31]([CH2:30][C:29]3[CH:37]=[C:38]([O:41][CH3:42])[CH:39]=[CH:40][C:28]=3[Br:27])[CH2:36][CH2:35]2)[C:15]2[C:10](=[CH:11][CH:12]=[CH:13][CH:14]=2)[CH:9]=[CH:8][CH:7]=1. The yield is 0.810. (6) The reactants are Cl.[NH2:2][CH2:3][CH2:4][CH2:5][CH2:6][C:7]1[CH:12]=[CH:11][C:10]([O:13][CH3:14])=[CH:9][CH:8]=1.[OH-].[Na+].S([NH:27][N:28]=[CH:29][CH:30](Cl)Cl)(C1C=CC(C)=CC=1)(=O)=O.C(=O)([O-])O.[Na+].[CH3:38][S:39]([OH:42])(=[O:41])=[O:40]. The catalyst is O.CO.C(OCC)(=O)C.C1(C)C=CC=CC=1. The product is [CH3:38][S:39]([OH:42])(=[O:41])=[O:40].[CH3:14][O:13][C:10]1[CH:9]=[CH:8][C:7]([CH2:6][CH2:5][CH2:4][CH2:3][N:2]2[CH:30]=[CH:29][N:28]=[N:27]2)=[CH:12][CH:11]=1. The yield is 0.720. (7) The reactants are COC1C=CC(C(C2C=CC(OC)=C(OC)C=2)=[CH:10][C:11]#[N:12])=CC=1[N+]([O-])=O.[CH3:26][O:27][C:28]1[CH:29]=[C:30]([C:37]([C:39]2[CH:44]=[C:43]([O:45][CH3:46])[C:42]([O:47][CH3:48])=[C:41]([O:49][CH3:50])[CH:40]=2)=O)[CH:31]=[CH:32][C:33]=1[N+:34]([O-:36])=[O:35].C[Si]([N-][Si](C)(C)C)(C)C.[Li+]. No catalyst specified. The product is [CH3:26][O:27][C:28]1[CH:29]=[C:30]([C:37]([C:39]2[CH:44]=[C:43]([O:45][CH3:46])[C:42]([O:47][CH3:48])=[C:41]([O:49][CH3:50])[CH:40]=2)=[CH:10][C:11]#[N:12])[CH:31]=[CH:32][C:33]=1[N+:34]([O-:36])=[O:35]. The yield is 0.700. (8) The reactants are [F:1][CH:2]([N:4]1[C:8]2[CH:9]3[CH2:20][CH:11]([C:12]4[CH:17]=[C:16]([F:18])[C:15](I)=[CH:14][C:13]=4[C:7]=2[N:6]=[C:5]1[C:21]([NH2:23])=[O:22])[CH2:10]3)[F:3].[CH3:24][C:25]([OH:29])([C:27]#[CH:28])[CH3:26]. The catalyst is N1CCCCC1.[Cu]I.C1C=CC([P]([Pd]([P](C2C=CC=CC=2)(C2C=CC=CC=2)C2C=CC=CC=2)([P](C2C=CC=CC=2)(C2C=CC=CC=2)C2C=CC=CC=2)[P](C2C=CC=CC=2)(C2C=CC=CC=2)C2C=CC=CC=2)(C2C=CC=CC=2)C2C=CC=CC=2)=CC=1. The product is [F:1][CH:2]([F:3])[N:4]1[C:8]2[CH:9]3[CH2:20][CH:11]([C:12]4[CH:17]=[C:16]([F:18])[C:15]([C:28]#[C:27][C:25]([OH:29])([CH3:26])[CH3:24])=[CH:14][C:13]=4[C:7]=2[N:6]=[C:5]1[C:21]([NH2:23])=[O:22])[CH2:10]3. The yield is 0.0600.